Predict the product of the given reaction. From a dataset of Forward reaction prediction with 1.9M reactions from USPTO patents (1976-2016). (1) Given the reactants [CH2:1]([O:4][CH2:5][C:6]#[CH:7])[C:2]#[CH:3], predict the reaction product. The product is: [CH2:1]1[C:2]2[C:6](=[CH:7][C:2]([CH2:1][OH:4])=[CH:3][CH:3]=2)[CH2:5][O:4]1. (2) Given the reactants [CH2:1]([O:8][C:9]1[CH:10]=[C:11]([CH2:34][OH:35])[CH:12]=[C:13]([CH2:15][O:16][Si:17]([C:30]([CH3:33])([CH3:32])[CH3:31])([C:24]2[CH:29]=[CH:28][CH:27]=[CH:26][CH:25]=2)[C:18]2[CH:23]=[CH:22][CH:21]=[CH:20][CH:19]=2)[CH:14]=1)[C:2]1[CH:7]=[CH:6][CH:5]=[CH:4][CH:3]=1.[Cl:36][C:37]1[CH:42]=[C:41]([Cl:43])[CH:40]=[CH:39][C:38]=1O.C(P(CCCC)CCCC)CCC.N(C(N1CCCCC1)=O)=NC(N1CCCCC1)=O, predict the reaction product. The product is: [CH2:1]([O:8][C:9]1[CH:14]=[C:13]([CH:12]=[C:11]([CH2:34][O:35][C:40]2[CH:39]=[CH:38][C:37]([Cl:36])=[CH:42][C:41]=2[Cl:43])[CH:10]=1)[CH2:15][O:16][Si:17]([C:30]([CH3:31])([CH3:32])[CH3:33])([C:18]1[CH:19]=[CH:20][CH:21]=[CH:22][CH:23]=1)[C:24]1[CH:25]=[CH:26][CH:27]=[CH:28][CH:29]=1)[C:2]1[CH:7]=[CH:6][CH:5]=[CH:4][CH:3]=1. (3) The product is: [F:23][C:24]1[CH:32]=[C:31]2[C:27]([C:28]([CH:33]3[CH2:38][CH2:37][N:36]([CH2:39][C:40]([NH:43][CH2:44][C:45]4[NH:46][C:47](=[O:55])[C:48]5[CH2:54][O:53][CH2:52][CH2:51][C:49]=5[N:50]=4)=[O:41])[CH2:35][CH2:34]3)=[N:29][NH:30]2)=[CH:26][CH:25]=1. Given the reactants CCN=C=NCCCN(C)C.Cl.C1C=CC2N(O)N=NC=2C=1.[F:23][C:24]1[CH:32]=[C:31]2[C:27]([C:28]([CH:33]3[CH2:38][CH2:37][N:36]([CH2:39][C:40](O)=[O:41])[CH2:35][CH2:34]3)=[N:29][NH:30]2)=[CH:26][CH:25]=1.[NH2:43][CH2:44][C:45]1[NH:46][C:47](=[O:55])[C:48]2[CH2:54][O:53][CH2:52][CH2:51][C:49]=2[N:50]=1.CCN(CC)CC, predict the reaction product. (4) Given the reactants [CH:1]([NH2:4])([CH3:3])[CH3:2].C(N(CC)C(C)C)(C)C.[Cl:14][C:15]1[N:20]=[C:19](Cl)[C:18]([N+:22]([O-:24])=[O:23])=[C:17]([CH3:25])[N:16]=1, predict the reaction product. The product is: [Cl:14][C:15]1[N:20]=[C:19]([NH:4][CH:1]([CH3:3])[CH3:2])[C:18]([N+:22]([O-:24])=[O:23])=[C:17]([CH3:25])[N:16]=1. (5) Given the reactants [C:1]([O:5][C:6]([NH:8][CH:9]1[CH2:13][CH2:12][NH:11][CH2:10]1)=[O:7])([CH3:4])([CH3:3])[CH3:2].C(N(CC)CC)C.[CH3:21][O:22][C:23]1[CH:24]=[C:25]([N:29]2[C:38]3[C:33](=[CH:34][C:35]([F:40])=[C:36](F)[CH:37]=3)[C:32](=[O:41])[N:31]([O:42][CH2:43][C:44]3[CH:49]=[CH:48][CH:47]=[CH:46][CH:45]=3)[C:30]2=[O:50])[CH:26]=[CH:27][CH:28]=1, predict the reaction product. The product is: [CH3:21][O:22][C:23]1[CH:24]=[C:25]([N:29]2[C:38]3[C:33](=[CH:34][C:35]([F:40])=[C:36]([N:11]4[CH2:12][CH2:13][CH:9]([NH:8][C:6]([O:5][C:1]([CH3:4])([CH3:2])[CH3:3])=[O:7])[CH2:10]4)[CH:37]=3)[C:32](=[O:41])[N:31]([O:42][CH2:43][C:44]3[CH:45]=[CH:46][CH:47]=[CH:48][CH:49]=3)[C:30]2=[O:50])[CH:26]=[CH:27][CH:28]=1.